This data is from Reaction yield outcomes from USPTO patents with 853,638 reactions. The task is: Predict the reaction yield, written as a fraction of the theoretical maximum amount of product (1.0 means a 100% yield; for example, 0.34 means a 34% yield). The reactants are [F:1][C:2]1[C:3]([C:20]([F:23])([F:22])[F:21])=[C:4]([CH:17]=[CH:18][CH:19]=1)[CH2:5][N:6]1[CH2:11][CH2:10][NH:9][C:8]2[N:12]=[CH:13][C:14](I)=[CH:15][C:7]1=2.[CH3:24][N:25]1[CH2:30][CH2:29][N:28]([C:31]2[CH:36]=[CH:35][C:34](B3OC(C)(C)C(C)(C)O3)=[CH:33][N:32]=2)[CH2:27][CH2:26]1. No catalyst specified. The product is [F:1][C:2]1[C:3]([C:20]([F:23])([F:22])[F:21])=[C:4]([CH:17]=[CH:18][CH:19]=1)[CH2:5][N:6]1[CH2:11][CH2:10][NH:9][C:8]2[N:12]=[CH:13][C:14]([C:34]3[CH:33]=[N:32][C:31]([N:28]4[CH2:27][CH2:26][N:25]([CH3:24])[CH2:30][CH2:29]4)=[CH:36][CH:35]=3)=[CH:15][C:7]1=2. The yield is 0.310.